From a dataset of Full USPTO retrosynthesis dataset with 1.9M reactions from patents (1976-2016). Predict the reactants needed to synthesize the given product. (1) Given the product [CH:19]([Si:12]([CH:13]([CH3:15])[CH3:14])([CH:16]([CH3:18])[CH3:17])[N:9]1[C:4]2=[N:5][CH:6]=[C:7]([NH2:8])[CH:2]=[C:3]2[CH:11]=[CH:10]1)([CH3:21])[CH3:20], predict the reactants needed to synthesize it. The reactants are: Cl[C:2]1[C:7]([NH2:8])=[CH:6][N:5]=[C:4]2[N:9]([Si:12]([CH:19]([CH3:21])[CH3:20])([CH:16]([CH3:18])[CH3:17])[CH:13]([CH3:15])[CH3:14])[CH:10]=[CH:11][C:3]=12. (2) Given the product [Cl:37][C:32]1[CH:31]=[C:30]([C:22]2[CH:23]=[C:24]([C:26]([F:27])([F:28])[F:29])[N:25]=[C:20]([N:18]3[CH:19]=[C:15]([C:12]4[CH:11]=[CH:10][C:9]([S:6]([NH2:5])(=[O:7])=[O:8])=[CH:14][CH:13]=4)[N:16]=[CH:17]3)[N:21]=2)[CH:35]=[CH:34][C:33]=1[Cl:36], predict the reactants needed to synthesize it. The reactants are: C([NH:5][S:6]([C:9]1[CH:14]=[CH:13][C:12]([C:15]2[N:16]=[CH:17][N:18]([C:20]3[N:25]=[C:24]([C:26]([F:29])([F:28])[F:27])[CH:23]=[C:22]([C:30]4[CH:35]=[CH:34][C:33]([Cl:36])=[C:32]([Cl:37])[CH:31]=4)[N:21]=3)[CH:19]=2)=[CH:11][CH:10]=1)(=[O:8])=[O:7])(C)(C)C.C(O)(C(F)(F)F)=O. (3) Given the product [OH:30][C:28]1[CH:27]=[CH:26][N:25]=[C:24]([NH:23][C:4]([C:6]2[C:7]3[CH2:8][C@H:9]4[CH2:22][C@H:10]4[C:11]=3[N:12]([C:14]3[CH:19]=[CH:18][C:17]([F:20])=[CH:16][C:15]=3[F:21])[N:13]=2)=[O:5])[CH:29]=1, predict the reactants needed to synthesize it. The reactants are: C(O[C:4]([C:6]1[C:7]2[CH2:8][C@H:9]3[CH2:22][C@H:10]3[C:11]=2[N:12]([C:14]2[CH:19]=[CH:18][C:17]([F:20])=[CH:16][C:15]=2[F:21])[N:13]=1)=[O:5])C.[NH2:23][C:24]1[CH:29]=[C:28]([OH:30])[CH:27]=[CH:26][N:25]=1. (4) The reactants are: [C:1]([O:5][C:6]([N:8]1[C:13]2[CH:14]=[C:15]([Cl:21])[C:16]([N:18]([CH3:20])[CH3:19])=[CH:17][C:12]=2[O:11][CH:10]([C:22]([OH:24])=O)[CH2:9]1)=[O:7])([CH3:4])([CH3:3])[CH3:2].[CH:25]1[CH:30]=[CH:29][C:28]([C@H:31]([NH2:34])[CH2:32][OH:33])=[CH:27][CH:26]=1.CCN=C=NCCCN(C)C.C1C=CC2N(O)N=NC=2C=1.CCN(C(C)C)C(C)C. Given the product [C:1]([O:5][C:6]([N:8]1[C:13]2[CH:14]=[C:15]([Cl:21])[C:16]([N:18]([CH3:20])[CH3:19])=[CH:17][C:12]=2[O:11][CH:10]([C:22](=[O:24])[NH:34][CH:31]([C:28]2[CH:29]=[CH:30][CH:25]=[CH:26][CH:27]=2)[CH2:32][OH:33])[CH2:9]1)=[O:7])([CH3:4])([CH3:2])[CH3:3], predict the reactants needed to synthesize it. (5) Given the product [Cl:1][C:2]1[CH:7]=[CH:6][CH:5]=[C:4]([Cl:8])[C:3]=1[NH:9][C:10]([NH:12][C:13]1[S:14][C:15]([CH2:25][C:26]2[CH:31]=[CH:30][CH:29]=[CH:28][CH:27]=2)=[CH:16][C:17]=1[C:18]([OH:20])=[O:19])=[O:11], predict the reactants needed to synthesize it. The reactants are: [Cl:1][C:2]1[CH:7]=[CH:6][CH:5]=[C:4]([Cl:8])[C:3]=1[NH:9][C:10]([NH:12][C:13]1[S:14][C:15]([CH2:25][C:26]2[CH:31]=[CH:30][CH:29]=[CH:28][CH:27]=2)=[CH:16][C:17]=1[C:18]([O:20]C(C)(C)C)=[O:19])=[O:11].C(O)(C(F)(F)F)=O.